The task is: Predict which catalyst facilitates the given reaction.. This data is from Catalyst prediction with 721,799 reactions and 888 catalyst types from USPTO. (1) Reactant: [Br:1][C:2]1[CH:8]=[CH:7][C:5]([NH2:6])=[CH:4][C:3]=1[F:9].C1C(=O)N([I:17])C(=O)C1. Product: [Br:1][C:2]1[C:3]([F:9])=[CH:4][C:5]([NH2:6])=[C:7]([I:17])[CH:8]=1. The catalyst class is: 15. (2) Reactant: [C:1]([O:5][C:6]([NH:8][C@H:9]([CH:13]1[CH2:15][CH2:14]1)[C:10](O)=[O:11])=[O:7])([CH3:4])([CH3:3])[CH3:2].C(Cl)CCl.C1C=CC2N(O)N=[N:26]C=2C=1.N.CO. Product: [C:1]([O:5][C:6](=[O:7])[NH:8][C@H:9]([CH:13]1[CH2:15][CH2:14]1)[C:10]([NH2:26])=[O:11])([CH3:4])([CH3:3])[CH3:2]. The catalyst class is: 303. (3) Reactant: C([N:8]1[CH2:13][CH2:12][O:11][C@@H:10]2[CH2:14][O:15][CH2:16][C@@H:9]12)C1C=CC=CC=1. Product: [O:11]1[CH2:12][CH2:13][NH:8][C@@H:9]2[CH2:16][O:15][CH2:14][C@@H:10]12. The catalyst class is: 105. (4) Reactant: Cl[C:2]1[C:3]2[C:10]([S:11][C:12]3[CH:18]=[CH:17][C:15]([NH2:16])=[CH:14][CH:13]=3)=[CH:9][N:8]([CH2:19][O:20][CH2:21][CH2:22][Si:23]([CH3:26])([CH3:25])[CH3:24])[C:4]=2[N:5]=[CH:6][N:7]=1.[Cl-].[CH3:28][C:29]1[CH:30]=[CH:31][N:32]2[C:37]=1[C:36](=[O:38])[N:35]([C:39]1[CH:44]=[CH:43][CH:42]=[CH:41][CH:40]=1)[C:34]([C@@H:45]([NH3+:47])[CH3:46])=[N:33]2.[F-].[Cs+].C(N(CC)C(C)C)(C)C. Product: [NH2:16][C:15]1[CH:17]=[CH:18][C:12]([S:11][C:10]2[C:3]3[C:2]([NH:47][C@H:45]([C:34]4[N:35]([C:39]5[CH:44]=[CH:43][CH:42]=[CH:41][CH:40]=5)[C:36](=[O:38])[C:37]5=[C:29]([CH3:28])[CH:30]=[CH:31][N:32]5[N:33]=4)[CH3:46])=[N:7][CH:6]=[N:5][C:4]=3[N:8]([CH2:19][O:20][CH2:21][CH2:22][Si:23]([CH3:26])([CH3:25])[CH3:24])[CH:9]=2)=[CH:13][CH:14]=1. The catalyst class is: 107.